Dataset: Forward reaction prediction with 1.9M reactions from USPTO patents (1976-2016). Task: Predict the product of the given reaction. (1) Given the reactants [NH2:1][C:2]1[C:17]([N+:18]([O-])=O)=[CH:16][C:5]([C:6]([O:8][CH2:9][C:10]2[CH:15]=[CH:14][CH:13]=[CH:12][CH:11]=2)=[O:7])=[C:4]([O:21][CH:22]2[CH2:26][CH2:25][O:24][CH2:23]2)[CH:3]=1.C1COCC1, predict the reaction product. The product is: [NH2:1][C:2]1[C:17]([NH2:18])=[CH:16][C:5]([C:6]([O:8][CH2:9][C:10]2[CH:11]=[CH:12][CH:13]=[CH:14][CH:15]=2)=[O:7])=[C:4]([O:21][CH:22]2[CH2:26][CH2:25][O:24][CH2:23]2)[CH:3]=1. (2) The product is: [F:2][C:3]1[CH:4]=[C:5]2[C:10](=[CH:11][CH:12]=1)[N:9]=[CH:8][CH:7]=[C:6]2[N:13]1[CH2:18][CH2:17][CH:16]([NH:19][C:30]([NH:29][C:32]2[CH:37]=[CH:36][C:35]([CH3:38])=[CH:34][CH:33]=2)=[O:31])[CH2:15][CH2:14]1. Given the reactants Cl.[F:2][C:3]1[CH:4]=[C:5]2[C:10](=[CH:11][CH:12]=1)[N:9]=[CH:8][CH:7]=[C:6]2[N:13]1[CH2:18][CH2:17][CH:16]([NH2:19])[CH2:15][CH2:14]1.CCN(C(C)C)C(C)C.[N:29]([C:32]1[CH:37]=[CH:36][C:35]([CH3:38])=[CH:34][CH:33]=1)=[C:30]=[O:31], predict the reaction product. (3) Given the reactants C(C(C([O:10][C:11]([C:14]([C:17]([F:20])([F:19])[F:18])([F:16])[F:15])(F)[F:12])=O)(F)F)(F)(F)F.ClC(F)=C(F)F, predict the reaction product. The product is: [C:17]([C:14]([C:11]([F:12])=[O:10])([F:16])[F:15])([F:20])([F:19])[F:18]. (4) Given the reactants B(Br)(Br)Br.[C:5]12([NH:15][CH2:16][C:17]3[NH:21][C:20]4[CH:22]=[C:23]([O:26]C)[CH:24]=[CH:25][C:19]=4[N:18]=3)[CH2:14][CH:9]3[CH2:10][CH:11]([CH2:13][CH:7]([CH2:8]3)[CH2:6]1)[CH2:12]2, predict the reaction product. The product is: [C:5]12([NH:15][CH2:16][C:17]3[NH:21][C:20]4[CH:22]=[C:23]([OH:26])[CH:24]=[CH:25][C:19]=4[N:18]=3)[CH2:14][CH:9]3[CH2:8][CH:7]([CH2:13][CH:11]([CH2:10]3)[CH2:12]1)[CH2:6]2. (5) Given the reactants Br[CH2:2][CH:3]1[CH2:7][C:6]2[CH:8]=[C:9]([F:20])[CH:10]=[C:11]([C:12]3[C:17]([Cl:18])=[CH:16][CH:15]=[CH:14][C:13]=3[Cl:19])[C:5]=2[O:4]1.[CH3:21][NH:22][CH3:23], predict the reaction product. The product is: [Cl:19][C:13]1[CH:14]=[CH:15][CH:16]=[C:17]([Cl:18])[C:12]=1[C:11]1[C:5]2[O:4][C@@H:3]([CH2:2][N:22]([CH3:23])[CH3:21])[CH2:7][C:6]=2[CH:8]=[C:9]([F:20])[CH:10]=1. (6) Given the reactants [C:1]([C:4]1[CH:9]=[CH:8][C:7]([NH:10][C:11](=[O:27])[CH2:12][N:13]2[CH2:18][CH2:17][CH:16]([NH:19]C(=O)OC(C)(C)C)[CH2:15][CH2:14]2)=[CH:6][CH:5]=1)(=[O:3])[NH2:2].C(O)(C(F)(F)F)=O.C(Cl)[Cl:36], predict the reaction product. The product is: [NH2:19][CH:16]1[CH2:15][CH2:14][N:13]([CH2:12][C:11]([NH:10][C:7]2[CH:8]=[CH:9][C:4]([C:1]([NH2:2])=[O:3])=[CH:5][CH:6]=2)=[O:27])[CH2:18][CH2:17]1.[ClH:36].